Predict which catalyst facilitates the given reaction. From a dataset of Catalyst prediction with 721,799 reactions and 888 catalyst types from USPTO. (1) Reactant: [Br:1][C:2]1[CH:7]=[CH:6][C:5]([CH2:8][C:9]([O:11][CH3:12])=[O:10])=[CH:4][CH:3]=1.[H-].[Na+].I[CH3:16].O. Product: [Br:1][C:2]1[CH:3]=[CH:4][C:5]([CH:8]([CH3:16])[C:9]([O:11][CH3:12])=[O:10])=[CH:6][CH:7]=1. The catalyst class is: 42. (2) Reactant: [OH-].[K+].[CH3:3][CH:4]([S:6]([C:9]1[CH:10]=[C:11]2[C:16](=[CH:17][C:18]=1[O:19][CH3:20])[N:15]=[C:14]([C:21]1[CH:26]=[CH:25][CH:24]=[C:23]([C:27]([F:30])([F:29])[F:28])[CH:22]=1)[C:13]([CH2:31][N:32]1[CH2:37][CH2:36][CH:35]([N:38]3[CH2:43][CH2:42][O:41][CH2:40][CH2:39]3)[CH2:34][CH2:33]1)=[C:12]2[C:44]([O:46]C)=[O:45])(=[O:8])=[O:7])[CH3:5]. Product: [CH3:5][CH:4]([S:6]([C:9]1[CH:10]=[C:11]2[C:16](=[CH:17][C:18]=1[O:19][CH3:20])[N:15]=[C:14]([C:21]1[CH:26]=[CH:25][CH:24]=[C:23]([C:27]([F:30])([F:29])[F:28])[CH:22]=1)[C:13]([CH2:31][N:32]1[CH2:37][CH2:36][CH:35]([N:38]3[CH2:43][CH2:42][O:41][CH2:40][CH2:39]3)[CH2:34][CH2:33]1)=[C:12]2[C:44]([OH:46])=[O:45])(=[O:8])=[O:7])[CH3:3]. The catalyst class is: 24. (3) Reactant: [NH2:1][C:2]1[CH:3]=[CH:4][C:5]([O:8][C:9](=[O:18])[N:10]([CH3:17])[C:11]2[CH:16]=[CH:15][CH:14]=[CH:13][CH:12]=2)=[N:6][CH:7]=1.[Br:19][C:20]1[CH:21]=[C:22]([CH:26]=[CH:27][CH:28]=1)[C:23](Cl)=[O:24].C(N(CC)CC)C.ClCCl. Product: [Br:19][C:20]1[CH:21]=[C:22]([CH:26]=[CH:27][CH:28]=1)[C:23]([NH:1][C:2]1[CH:3]=[CH:4][C:5]([O:8][C:9](=[O:18])[N:10]([CH3:17])[C:11]2[CH:16]=[CH:15][CH:14]=[CH:13][CH:12]=2)=[N:6][CH:7]=1)=[O:24]. The catalyst class is: 10.